This data is from Catalyst prediction with 721,799 reactions and 888 catalyst types from USPTO. The task is: Predict which catalyst facilitates the given reaction. (1) Reactant: [CH3:1][C:2]1[CH:7]=[CH:6][N:5]=[CH:4][C:3]=1[N:8]1[CH2:12][CH2:11][NH:10][C:9]1=[O:13].Br[C:15]1[CH:20]=[CH:19][C:18]([C:21]2[CH:26]=[CH:25][CH:24]=[CH:23][CH:22]=2)=[CH:17][CH:16]=1.N[C@@H]1CCCC[C@H]1N.C(=O)([O-])[O-].[K+].[K+]. Product: [C:18]1([C:21]2[CH:22]=[CH:23][CH:24]=[CH:25][CH:26]=2)[CH:19]=[CH:20][C:15]([N:10]2[CH2:11][CH2:12][N:8]([C:3]3[CH:4]=[N:5][CH:6]=[CH:7][C:2]=3[CH3:1])[C:9]2=[O:13])=[CH:16][CH:17]=1. The catalyst class is: 246. (2) Reactant: [F:1][C:2]([F:27])([F:26])[C:3]([NH:5][CH2:6][C:7]1[CH:12]=[CH:11][C:10]([C:13]#[C:14][CH2:15][CH2:16][CH2:17][O:18][C:19]2[CH:24]=[CH:23][C:22]([F:25])=[CH:21][CH:20]=2)=[CH:9][CH:8]=1)=[O:4]. Product: [F:27][C:2]([F:1])([F:26])[C:3]([NH:5][CH2:6][C:7]1[CH:12]=[CH:11][C:10]([CH2:13][CH2:14][CH2:15][CH2:16][CH2:17][O:18][C:19]2[CH:20]=[CH:21][C:22]([F:25])=[CH:23][CH:24]=2)=[CH:9][CH:8]=1)=[O:4]. The catalyst class is: 78. (3) Reactant: B.C1COCC1.[Br:7][C:8]1[CH:13]=[C:12]([F:14])[CH:11]=[CH:10][C:9]=1[C:15]([CH3:19])([CH3:18])[C:16]#[N:17]. Product: [Br:7][C:8]1[CH:13]=[C:12]([F:14])[CH:11]=[CH:10][C:9]=1[C:15]([CH3:19])([CH3:18])[CH2:16][NH2:17]. The catalyst class is: 1.